Dataset: Reaction yield outcomes from USPTO patents with 853,638 reactions. Task: Predict the reaction yield, written as a fraction of the theoretical maximum amount of product (1.0 means a 100% yield; for example, 0.34 means a 34% yield). (1) The reactants are [CH3:1][C:2]1[C:3]([C@H:8]2[CH2:13][CH2:12][CH2:11][C@@H:10]([C:14]3[C:19]([CH3:20])=[CH:18][CH:17]=[CH:16][N:15]=3)[NH:9]2)=[N:4][CH:5]=[CH:6][CH:7]=1.[CH2:21]([O:23][C:24](=[O:31])[CH2:25][CH2:26][CH2:27][CH2:28][CH2:29]Br)[CH3:22].CCN(C(C)C)C(C)C. The catalyst is CC#N. The product is [CH2:21]([O:23][C:24](=[O:31])[CH2:25][CH2:26][CH2:27][CH2:28][CH2:29][N:9]1[C@H:8]([C:3]2[C:2]([CH3:1])=[CH:7][CH:6]=[CH:5][N:4]=2)[CH2:13][CH2:12][CH2:11][C@@H:10]1[C:14]1[C:19]([CH3:20])=[CH:18][CH:17]=[CH:16][N:15]=1)[CH3:22]. The yield is 0.900. (2) The reactants are [NH2:1][C:2]1[S:3][C:4]([CH2:11][CH2:12][CH3:13])=[CH:5][C:6]=1[C:7]([O:9]C)=O.Cl[C:15](Cl)([O:17]C(=O)OC(Cl)(Cl)Cl)Cl.C(N(CC)CC)C.[N:33]1([CH2:39][CH2:40][NH2:41])[CH2:38][CH2:37][O:36][CH2:35][CH2:34]1. The catalyst is C(Cl)Cl. The product is [N:33]1([CH2:39][CH2:40][N:41]2[C:7](=[O:9])[C:6]3[CH:5]=[C:4]([CH2:11][CH2:12][CH3:13])[S:3][C:2]=3[NH:1][C:15]2=[O:17])[CH2:38][CH2:37][O:36][CH2:35][CH2:34]1. The yield is 0.720. (3) The reactants are [F:1][C:2]1[CH:7]=[C:6]([O:8][CH3:9])[C:5]([F:10])=[CH:4][C:3]=1B(O)O.I[C:15]1[C:23]2[C:18](=[N:19][CH:20]=[N:21][C:22]=2[NH2:24])[N:17]([CH:25]([CH3:27])[CH3:26])[N:16]=1.C([O-])([O-])=O.[Na+].[Na+]. The catalyst is CCO.COCCOC.C1C=CC([P]([Pd]([P](C2C=CC=CC=2)(C2C=CC=CC=2)C2C=CC=CC=2)([P](C2C=CC=CC=2)(C2C=CC=CC=2)C2C=CC=CC=2)[P](C2C=CC=CC=2)(C2C=CC=CC=2)C2C=CC=CC=2)(C2C=CC=CC=2)C2C=CC=CC=2)=CC=1. The product is [F:1][C:2]1[CH:7]=[C:6]([O:8][CH3:9])[C:5]([F:10])=[CH:4][C:3]=1[C:15]1[C:23]2[C:18](=[N:19][CH:20]=[N:21][C:22]=2[NH2:24])[N:17]([CH:25]([CH3:27])[CH3:26])[N:16]=1. The yield is 0.170.